This data is from Full USPTO retrosynthesis dataset with 1.9M reactions from patents (1976-2016). The task is: Predict the reactants needed to synthesize the given product. (1) Given the product [CH3:11][O:12][C:13](=[O:42])[N:14]=[C:15]([S:40][CH3:41])[C:16]([C:30]1[CH:35]=[C:34]([O:36][CH3:37])[CH:33]=[C:32]([O:38][CH2:9][CH2:8][F:7])[C:31]=1[F:39])=[N:17][C:18]1[CH:23]=[CH:22][C:21]([C:24]2[N:28]=[C:27]([CH3:29])[O:26][N:25]=2)=[CH:20][CH:19]=1, predict the reactants needed to synthesize it. The reactants are: C(=O)([O-])[O-].[K+].[K+].[F:7][CH2:8][CH2:9]I.[CH3:11][O:12][C:13](=[O:42])[N:14]=[C:15]([S:40][CH3:41])[C:16]([C:30]1[CH:35]=[C:34]([O:36][CH3:37])[CH:33]=[C:32]([OH:38])[C:31]=1[F:39])=[N:17][C:18]1[CH:23]=[CH:22][C:21]([C:24]2[N:28]=[C:27]([CH3:29])[O:26][N:25]=2)=[CH:20][CH:19]=1.O. (2) Given the product [CH3:8][C@H:9]([O:13][C:14]1[N:22]=[C:21]2[C:17]([N:18]=[C:19]([O:23][CH3:24])[N:20]2[CH2:27][CH2:28][CH:29]2[CH2:34][CH2:33][CH2:32][CH2:31][O:30]2)=[C:16]([NH2:25])[N:15]=1)[CH2:10][CH2:11][CH3:12], predict the reactants needed to synthesize it. The reactants are: FC(F)(F)C(O)=O.[CH3:8][C@H:9]([O:13][C:14]1[NH:15][C:16]([NH2:25])=[C:17]2[C:21]([N:22]=1)=[N:20][C:19]([O:23][CH3:24])=[N:18]2)[CH2:10][CH2:11][CH3:12].Br[CH2:27][CH2:28][CH:29]1[CH2:34][CH2:33][CH2:32][CH2:31][O:30]1.